Predict the reaction yield, written as a fraction of the theoretical maximum amount of product (1.0 means a 100% yield; for example, 0.34 means a 34% yield). From a dataset of Reaction yield outcomes from USPTO patents with 853,638 reactions. (1) The reactants are O[C:2]1[C:3]([NH:11][C:12](=[O:22])[C:13]2[CH:18]=[CH:17][C:16]([N+:19]([O-:21])=[O:20])=[CH:15][CH:14]=2)=[C:4]([CH:8]=[CH:9][CH:10]=1)[C:5]([OH:7])=[O:6].CC1C=CC(S(O)(=O)=O)=CC=1. The catalyst is C1(C)C=CC=CC=1. The product is [N+:19]([C:16]1[CH:15]=[CH:14][C:13]([C:12]2[O:22][C:2]3[C:3](=[C:4]([C:5]([OH:7])=[O:6])[CH:8]=[CH:9][CH:10]=3)[N:11]=2)=[CH:18][CH:17]=1)([O-:21])=[O:20]. The yield is 0.830. (2) The reactants are Br[C:2]1[CH:3]=[N:4][C:5]([C:8]([NH:10][C@H:11]2[CH2:15][CH2:14][N:13]([C:16]3[C:17]4[N:18]([CH:22]=[CH:23][CH:24]=4)[CH:19]=[CH:20][N:21]=3)[CH2:12]2)=[O:9])=[N:6][CH:7]=1.[CH:25]1(B2OC(C)(C)C(C)(C)O2)[CH2:27][CH2:26]1.C1(P(C2CCCCC2)C2CCCCC2)CCCCC1.[O-]P([O-])([O-])=O.[K+].[K+].[K+]. The catalyst is C1(C)C=CC=CC=1.O.CC([O-])=O.CC([O-])=O.[Pd+2]. The product is [CH:25]1([C:2]2[CH:3]=[N:4][C:5]([C:8]([NH:10][C@H:11]3[CH2:15][CH2:14][N:13]([C:16]4[C:17]5[N:18]([CH:22]=[CH:23][CH:24]=5)[CH:19]=[CH:20][N:21]=4)[CH2:12]3)=[O:9])=[N:6][CH:7]=2)[CH2:27][CH2:26]1. The yield is 0.0400. (3) The yield is 0.600. The product is [Cl:2][CH:1]([Cl:3])[B:9]1[O:13][CH:14]2[CH2:15][C@@H:24]3[CH2:28][C@H:20]([C@:17]2([CH3:18])[O:16]1)[C:25]3([CH3:27])[CH3:26]. The catalyst is C1COCC1.CCOCC. The reactants are [CH2:1]([Cl:3])[Cl:2].[Li]CCCC.[B:9]([O:16][CH2:17][CH3:18])([O:13][CH2:14][CH3:15])OCC.Cl.[C:20]12(O)[CH2:28][CH:24]([C:25]1([CH3:27])[CH3:26])CCC2(O)C. (4) The reactants are [N:1]1[CH:6]=[CH:5][CH:4]=[C:3]([C:7]2[CH:15]=[C:14]3[C:10]([CH2:11][C:12](=[O:16])[NH:13]3)=[CH:9][CH:8]=2)[CH:2]=1.[CH2:17]([N:19]([CH2:34][CH3:35])[CH2:20][CH2:21][NH:22][C:23]([C:25]1[C:29]([CH3:30])=[C:28]([CH:31]=O)[NH:27][C:26]=1[CH3:33])=[O:24])[CH3:18]. No catalyst specified. The product is [CH2:34]([N:19]([CH2:17][CH3:18])[CH2:20][CH2:21][NH:22][C:23]([C:25]1[C:29]([CH3:30])=[C:28]([CH:31]=[C:11]2[C:10]3[C:14](=[CH:15][C:7]([C:3]4[CH:2]=[N:1][CH:6]=[CH:5][CH:4]=4)=[CH:8][CH:9]=3)[NH:13][C:12]2=[O:16])[NH:27][C:26]=1[CH3:33])=[O:24])[CH3:35]. The yield is 0.330. (5) The reactants are [CH3:1][C@H:2]([O:6][C:7]1[CH:8]=[C:9]([C:21]([NH:23][C:24]2[CH:28]=[CH:27][N:26]([C:29]([O:31][C:32]([CH3:35])([CH3:34])[CH3:33])=[O:30])[N:25]=2)=[O:22])[CH:10]=[C:11]([O:13]CC2C=CC=CC=2)[CH:12]=1)[CH2:3][O:4][CH3:5]. The catalyst is C1COCC1.C(O)C. The product is [OH:13][C:11]1[CH:10]=[C:9]([C:21]([NH:23][C:24]2[CH:28]=[CH:27][N:26]([C:29]([O:31][C:32]([CH3:33])([CH3:35])[CH3:34])=[O:30])[N:25]=2)=[O:22])[CH:8]=[C:7]([O:6][C@@H:2]([CH3:1])[CH2:3][O:4][CH3:5])[CH:12]=1. The yield is 0.970. (6) The reactants are [Cl:1][C:2]1[C:3]([C:14]#[N:15])=[C:4]([CH:10]=[C:11]([CH3:13])[N:12]=1)[C:5](OCC)=[O:6]. The catalyst is CCO.[Ni]. The product is [Cl:1][C:2]1[C:3]2[CH2:14][NH:15][C:5](=[O:6])[C:4]=2[CH:10]=[C:11]([CH3:13])[N:12]=1. The yield is 0.110.